Regression. Given a peptide amino acid sequence and an MHC pseudo amino acid sequence, predict their binding affinity value. This is MHC class II binding data. From a dataset of Peptide-MHC class II binding affinity with 134,281 pairs from IEDB. (1) The peptide sequence is QTDIPSEPWNTGHDW. The MHC is DRB1_1301 with pseudo-sequence DRB1_1301. The binding affinity (normalized) is 0.206. (2) The peptide sequence is ITAMSEVQKVSQPAT. The MHC is DRB1_0101 with pseudo-sequence DRB1_0101. The binding affinity (normalized) is 0.582. (3) The peptide sequence is TLTEALRVIAGTLEV. The MHC is DRB1_0404 with pseudo-sequence DRB1_0404. The binding affinity (normalized) is 0.572. (4) The binding affinity (normalized) is 0.650. The peptide sequence is VTRMAMTDTTPFGQQ. The MHC is DRB1_0901 with pseudo-sequence DRB1_0901. (5) The peptide sequence is QTYVTQQLIRAAEIR. The MHC is DRB1_0401 with pseudo-sequence DRB1_0401. The binding affinity (normalized) is 0.523. (6) The peptide sequence is STVLGFAALAAAAAF. The MHC is HLA-DQA10501-DQB10201 with pseudo-sequence HLA-DQA10501-DQB10201. The binding affinity (normalized) is 0.544. (7) The peptide sequence is PENDIEKTDPWFAHRTPMPK. The MHC is DRB1_1101 with pseudo-sequence DRB1_1101. The binding affinity (normalized) is 0.